From a dataset of Forward reaction prediction with 1.9M reactions from USPTO patents (1976-2016). Predict the product of the given reaction. (1) Given the reactants Cl[C:2]1[C:11]([C:12]([OH:14])=[O:13])=[CH:10][C:9]2[C:4](=[CH:5][CH:6]=[CH:7][CH:8]=2)[N:3]=1.[NH2:15][C@@H:16]([C:27]([OH:29])=[O:28])[CH2:17][C:18]1[C:26]2[C:21](=[CH:22][CH:23]=[CH:24][CH:25]=2)[NH:20][CH:19]=1, predict the reaction product. The product is: [C:27]([C@H:16]([NH:15][C:2]1[C:11]([C:12]([OH:14])=[O:13])=[CH:10][C:9]2[C:4](=[CH:5][CH:6]=[CH:7][CH:8]=2)[N:3]=1)[CH2:17][C:18]1[C:26]2[C:21](=[CH:22][CH:23]=[CH:24][CH:25]=2)[NH:20][CH:19]=1)([OH:29])=[O:28]. (2) The product is: [CH2:14]([O:13][C:11](=[O:12])[CH:10]([S:7]([C:4]1[CH:3]=[CH:2][C:1]([CH3:16])=[CH:6][CH:5]=1)(=[O:9])=[O:8])[CH2:18][CH:19]=[CH:20][CH3:21])[CH3:15]. Given the reactants [C:1]1([CH3:16])[CH:6]=[CH:5][C:4]([S:7]([CH2:10][C:11]([O:13][CH2:14][CH3:15])=[O:12])(=[O:9])=[O:8])=[CH:3][CH:2]=1.Br[CH2:18][CH2:19][C:20](C)=[CH2:21], predict the reaction product. (3) Given the reactants [CH:1]1[CH:6]=[CH:5][C:4]([CH2:7][O:8][C:9](Cl)=[O:10])=[CH:3][CH:2]=1.[CH3:12][NH:13][CH:14]1[CH2:19][CH2:18][N:17]([C:20]([O:22][C:23]([CH3:26])([CH3:25])[CH3:24])=[O:21])[CH2:16][CH2:15]1.C([O-])([O-])=O.[K+].[K+], predict the reaction product. The product is: [CH2:7]([O:8][C:9]([N:13]([CH3:12])[CH:14]1[CH2:15][CH2:16][N:17]([C:20]([O:22][C:23]([CH3:25])([CH3:24])[CH3:26])=[O:21])[CH2:18][CH2:19]1)=[O:10])[C:4]1[CH:5]=[CH:6][CH:1]=[CH:2][CH:3]=1.